This data is from Reaction yield outcomes from USPTO patents with 853,638 reactions. The task is: Predict the reaction yield, written as a fraction of the theoretical maximum amount of product (1.0 means a 100% yield; for example, 0.34 means a 34% yield). (1) The reactants are [NH:1]1[CH:5]=[CH:4][C:3]([C@@H:6]([NH:8][C:9]([C:11]2[C:19]3[C:14](=[N:15][CH:16]=[C:17]([CH:20]4[CH2:22][CH2:21]4)[N:18]=3)[N:13](COCC[Si](C)(C)C)[CH:12]=2)=[O:10])[CH3:7])=[N:2]1.Cl.C([O-])([O-])=O.[K+].[K+]. The catalyst is CO. The product is [NH:1]1[CH:5]=[CH:4][C:3]([C@@H:6]([NH:8][C:9]([C:11]2[C:19]3[C:14](=[N:15][CH:16]=[C:17]([CH:20]4[CH2:22][CH2:21]4)[N:18]=3)[NH:13][CH:12]=2)=[O:10])[CH3:7])=[N:2]1. The yield is 0.810. (2) The reactants are Cl[C:2]1[N:7]=[C:6]([CH2:8][CH2:9][C:10]2[CH:15]=[CH:14][CH:13]=[CH:12][C:11]=2[CH:16]([CH3:20])[C:17]([NH2:19])=[O:18])[C:5]([Cl:21])=[CH:4][N:3]=1.[NH2:22][C:23]1[CH:24]=[N:25][N:26]([CH3:28])[CH:27]=1.C1(C)C=CC(S(O)(=O)=O)=CC=1. The catalyst is O1CCOCC1. The product is [Cl:21][C:5]1[C:6]([CH2:8][CH2:9][C:10]2[CH:15]=[CH:14][CH:13]=[CH:12][C:11]=2[CH:16]([CH3:20])[C:17]([NH2:19])=[O:18])=[N:7][C:2]([NH:22][C:23]2[CH:24]=[N:25][N:26]([CH3:28])[CH:27]=2)=[N:3][CH:4]=1. The yield is 0.340.